From a dataset of Peptide-MHC class I binding affinity with 185,985 pairs from IEDB/IMGT. Regression. Given a peptide amino acid sequence and an MHC pseudo amino acid sequence, predict their binding affinity value. This is MHC class I binding data. (1) The binding affinity (normalized) is 0. The peptide sequence is LFCASDAKAY. The MHC is HLA-B53:01 with pseudo-sequence HLA-B53:01. (2) The peptide sequence is RLSATLQRI. The MHC is Mamu-A2201 with pseudo-sequence Mamu-A2201. The binding affinity (normalized) is 0.0156. (3) The peptide sequence is KRLLLKLDF. The MHC is HLA-B15:17 with pseudo-sequence HLA-B15:17. The binding affinity (normalized) is 0.0847. (4) The peptide sequence is IAVSTANIFR. The MHC is HLA-A33:01 with pseudo-sequence HLA-A33:01. The binding affinity (normalized) is 0.357. (5) The peptide sequence is YSLAGSSPF. The MHC is HLA-B15:09 with pseudo-sequence HLA-B15:09. The binding affinity (normalized) is 0.217. (6) The peptide sequence is ERKVDFLEENI. The MHC is Mamu-B03 with pseudo-sequence Mamu-B03. The binding affinity (normalized) is 0.326.